From a dataset of Forward reaction prediction with 1.9M reactions from USPTO patents (1976-2016). Predict the product of the given reaction. (1) Given the reactants [OH-].[Na+].[CH3:3][C:4]1([CH3:39])[C:12]2[C:7](=[CH:8][CH:9]=[C:10]([C:13]3[CH:18]=[CH:17][C:16]([C:19]([F:22])([F:21])[F:20])=[CH:15][CH:14]=3)[CH:11]=2)[N:6]([C:23](=[O:38])[CH2:24][O:25][C:26]2[CH:27]=[C:28]([CH2:32][C:33]([O:35]CC)=[O:34])[CH:29]=[CH:30][CH:31]=2)[CH2:5]1.Cl, predict the reaction product. The product is: [CH3:3][C:4]1([CH3:39])[C:12]2[C:7](=[CH:8][CH:9]=[C:10]([C:13]3[CH:14]=[CH:15][C:16]([C:19]([F:20])([F:21])[F:22])=[CH:17][CH:18]=3)[CH:11]=2)[N:6]([C:23](=[O:38])[CH2:24][O:25][C:26]2[CH:27]=[C:28]([CH2:32][C:33]([OH:35])=[O:34])[CH:29]=[CH:30][CH:31]=2)[CH2:5]1. (2) Given the reactants [Cl:1][CH2:2][C:3]([O:5][C@@H:6]1[C@@H:19]([O:20][C:21](=[O:26])[C:22]([CH3:25])([CH3:24])[CH3:23])[C@@H:18](O)[C@@H:17]([CH2:28][O:29][C:30](=[O:35])[C:31]([CH3:34])([CH3:33])[CH3:32])[O:16][C@H:7]1[O:8][CH2:9][C:10]1[CH:15]=[CH:14][CH:13]=[CH:12][CH:11]=1)=[O:4].CCN(S(F)(F)[F:42])CC, predict the reaction product. The product is: [Cl:1][CH2:2][C:3]([O:5][C@@H:6]1[C@@H:19]([O:20][C:21](=[O:26])[C:22]([CH3:25])([CH3:24])[CH3:23])[C@H:18]([F:42])[C@@H:17]([CH2:28][O:29][C:30](=[O:35])[C:31]([CH3:34])([CH3:33])[CH3:32])[O:16][C@H:7]1[O:8][CH2:9][C:10]1[CH:15]=[CH:14][CH:13]=[CH:12][CH:11]=1)=[O:4]. (3) Given the reactants [NH:1]1[CH2:4][CH:3]([N:5]2[CH2:10][CH2:9][N:8]([C:11]3[C:12]([Cl:44])=[C:13]([NH:19][C:20]4[N:25]=[C:24]([N:26]([CH:36]5[CH2:38][CH2:37]5)[CH2:27][C:28]5[CH:33]=[CH:32][C:31]([O:34][CH3:35])=[CH:30][CH:29]=5)[C:23]5=[N:39][CH:40]=[C:41]([C:42]#[N:43])[N:22]5[N:21]=4)[CH:14]=[C:15]([C:17]#[N:18])[CH:16]=3)[CH2:7][CH2:6]2)[CH2:2]1.[C:45](Cl)(=[O:47])[CH3:46].C(=O)(O)[O-].[Na+], predict the reaction product. The product is: [C:45]([N:1]1[CH2:4][CH:3]([N:5]2[CH2:10][CH2:9][N:8]([C:11]3[C:12]([Cl:44])=[C:13]([NH:19][C:20]4[N:25]=[C:24]([N:26]([CH:36]5[CH2:37][CH2:38]5)[CH2:27][C:28]5[CH:33]=[CH:32][C:31]([O:34][CH3:35])=[CH:30][CH:29]=5)[C:23]5=[N:39][CH:40]=[C:41]([C:42]#[N:43])[N:22]5[N:21]=4)[CH:14]=[C:15]([C:17]#[N:18])[CH:16]=3)[CH2:7][CH2:6]2)[CH2:2]1)(=[O:47])[CH3:46]. (4) Given the reactants C1(C)C=CC(S(O[CH2:11][CH2:12][CH2:13][CH2:14][O:15][CH2:16][CH3:17])(=O)=O)=CC=1.[CH3:19][C@H:20]1[NH:25][CH2:24][CH2:23][N:22]([C:26]([O:28][C:29]([CH3:32])([CH3:31])[CH3:30])=[O:27])[CH2:21]1.C(N(CC)CC)C.C(=O)([O-])O.[Na+], predict the reaction product. The product is: [CH2:16]([O:15][CH2:14][CH2:13][CH2:12][CH2:11][N:25]1[CH2:24][CH2:23][N:22]([C:26]([O:28][C:29]([CH3:32])([CH3:31])[CH3:30])=[O:27])[CH2:21][C@H:20]1[CH3:19])[CH3:17]. (5) Given the reactants [F:1][CH2:2][C:3]1([CH2:13][F:14])[CH2:12][CH2:11][C:6]2(OCC[O:7]2)[CH2:5][CH2:4]1, predict the reaction product. The product is: [F:1][CH2:2][C:3]1([CH2:13][F:14])[CH2:12][CH2:11][C:6](=[O:7])[CH2:5][CH2:4]1. (6) Given the reactants Br[C:2]1[CH:7]=[CH:6][C:5]([CH:8]2[C:12]3[CH:13]=[C:14]([NH:19][C:20](=[O:26])[CH2:21][C:22]([CH3:25])([CH3:24])[CH3:23])[C:15]([CH3:18])=[C:16]([CH3:17])[C:11]=3[O:10][C:9]2([CH3:28])[CH3:27])=[CH:4][CH:3]=1.C([Li])CCC.CN([CH:37]=[O:38])C.O, predict the reaction product. The product is: [CH:37]([C:2]1[CH:7]=[CH:6][C:5]([CH:8]2[C:12]3[CH:13]=[C:14]([NH:19][C:20](=[O:26])[CH2:21][C:22]([CH3:23])([CH3:24])[CH3:25])[C:15]([CH3:18])=[C:16]([CH3:17])[C:11]=3[O:10][C:9]2([CH3:28])[CH3:27])=[CH:4][CH:3]=1)=[O:38]. (7) Given the reactants [NH:1]1[C:10]2[C:5](=[CH:6][CH:7]=[CH:8][CH:9]=2)[C:4](=[O:11])[CH2:3][CH2:2]1.[C:12](=O)([O-])[O-].[K+].[K+].CC(C)=O.IC, predict the reaction product. The product is: [CH3:12][N:1]1[C:10]2[C:5](=[CH:6][CH:7]=[CH:8][CH:9]=2)[C:4](=[O:11])[CH2:3][CH2:2]1. (8) Given the reactants [C:1]([O:5][C:6](=[O:23])[CH2:7][CH:8]([OH:22])[CH2:9][C@H:10]([OH:21])[CH2:11][O:12][C:13](=[O:20])[C:14]1[CH:19]=[CH:18][CH:17]=[CH:16][CH:15]=1)([CH3:4])([CH3:3])[CH3:2].CO[C:26](OC)([CH3:28])[CH3:27].C1(C)C=CC(S(O)(=O)=O)=CC=1.N1C=CC=CC=1, predict the reaction product. The product is: [C:1]([O:5][C:6](=[O:23])[CH2:7][C@H:8]1[CH2:9][C@@H:10]([CH2:11][O:12][C:13](=[O:20])[C:14]2[CH:15]=[CH:16][CH:17]=[CH:18][CH:19]=2)[O:21][C:26]([CH3:28])([CH3:27])[O:22]1)([CH3:4])([CH3:2])[CH3:3]. (9) Given the reactants C(OC(O[CH2:8][CH3:9])CBr)C.C(O)C.[Na].[NH2:14][C:15]1[N:16]=[N:17][CH:18]=[C:19]([C:21]([F:24])([CH3:23])[CH3:22])[N:20]=1, predict the reaction product. The product is: [F:24][C:21]([C:19]1[CH:18]=[N:17][N:16]2[CH:8]=[CH:9][N:14]=[C:15]2[N:20]=1)([CH3:23])[CH3:22].